Regression. Given two drug SMILES strings and cell line genomic features, predict the synergy score measuring deviation from expected non-interaction effect. From a dataset of NCI-60 drug combinations with 297,098 pairs across 59 cell lines. (1) Drug 1: CC1=C(C=C(C=C1)NC2=NC=CC(=N2)N(C)C3=CC4=NN(C(=C4C=C3)C)C)S(=O)(=O)N.Cl. Drug 2: C1=NC2=C(N=C(N=C2N1C3C(C(C(O3)CO)O)O)F)N. Cell line: SK-MEL-5. Synergy scores: CSS=1.02, Synergy_ZIP=-1.16, Synergy_Bliss=-4.11, Synergy_Loewe=-6.63, Synergy_HSA=-6.31. (2) Drug 1: COC1=C(C=C2C(=C1)N=CN=C2NC3=CC(=C(C=C3)F)Cl)OCCCN4CCOCC4. Drug 2: C1=NC2=C(N=C(N=C2N1C3C(C(C(O3)CO)O)O)F)N. Cell line: NCI-H322M. Synergy scores: CSS=43.2, Synergy_ZIP=7.43, Synergy_Bliss=3.03, Synergy_Loewe=-9.39, Synergy_HSA=2.25. (3) Drug 1: COCCOC1=C(C=C2C(=C1)C(=NC=N2)NC3=CC=CC(=C3)C#C)OCCOC. Drug 2: CN1C=C(C=N1)C2=C3N=C(C(=C(N3N=C2)N)Br)C4CCCNC4. Cell line: NCI-H460. Synergy scores: CSS=34.4, Synergy_ZIP=-2.59, Synergy_Bliss=0.321, Synergy_Loewe=1.79, Synergy_HSA=3.81. (4) Cell line: MDA-MB-231. Drug 1: CC1CCC2CC(C(=CC=CC=CC(CC(C(=O)C(C(C(=CC(C(=O)CC(OC(=O)C3CCCCN3C(=O)C(=O)C1(O2)O)C(C)CC4CCC(C(C4)OC)O)C)C)O)OC)C)C)C)OC. Drug 2: CCCCC(=O)OCC(=O)C1(CC(C2=C(C1)C(=C3C(=C2O)C(=O)C4=C(C3=O)C=CC=C4OC)O)OC5CC(C(C(O5)C)O)NC(=O)C(F)(F)F)O. Synergy scores: CSS=33.0, Synergy_ZIP=0.122, Synergy_Bliss=-0.919, Synergy_Loewe=0.834, Synergy_HSA=0.331.